Dataset: Forward reaction prediction with 1.9M reactions from USPTO patents (1976-2016). Task: Predict the product of the given reaction. (1) Given the reactants [CH3:1][C:2]1([CH3:14])[CH2:13][CH2:12][C:5]2=[C:6]([C:9]([OH:11])=O)[S:7][CH:8]=[C:4]2[CH2:3]1.[CH2:15](O)C, predict the reaction product. The product is: [CH3:14][C:2]1([CH3:1])[CH2:13][CH2:12][C:5]2=[C:6]([C:9](=[O:11])[CH3:15])[S:7][CH:8]=[C:4]2[CH2:3]1. (2) Given the reactants [Br:1][C:2]1[CH:3]=[C:4]([CH:10]=[CH:11][C:12](OCC)=[O:13])[C:5]([O:8][CH3:9])=[N:6][CH:7]=1.CC(C[AlH]CC(C)C)C, predict the reaction product. The product is: [Br:1][C:2]1[CH:3]=[C:4](/[CH:10]=[CH:11]/[CH2:12][OH:13])[C:5]([O:8][CH3:9])=[N:6][CH:7]=1. (3) Given the reactants [Br:1][C:2]1[CH:7]=[CH:6][C:5]([CH2:8][CH2:9][C:10](N(OC)C)=[O:11])=[CH:4][CH:3]=1.[C:16]1([Mg]Br)[CH:21]=[CH:20][CH:19]=[CH:18][CH:17]=1, predict the reaction product. The product is: [Br:1][C:2]1[CH:7]=[CH:6][C:5]([CH2:8][CH2:9][C:10]([C:16]2[CH:21]=[CH:20][CH:19]=[CH:18][CH:17]=2)=[O:11])=[CH:4][CH:3]=1.